Dataset: CYP3A4 inhibition data for predicting drug metabolism from PubChem BioAssay. Task: Regression/Classification. Given a drug SMILES string, predict its absorption, distribution, metabolism, or excretion properties. Task type varies by dataset: regression for continuous measurements (e.g., permeability, clearance, half-life) or binary classification for categorical outcomes (e.g., BBB penetration, CYP inhibition). Dataset: cyp3a4_veith. (1) The drug is Cc1ccc(S(=O)(=O)ON=C2CCN(S(=O)(=O)c3ccccc3)CC2)cc1. The result is 0 (non-inhibitor). (2) The drug is NC(=O)c1cc[n+](CC2=C(C(=O)[O-])N3C(=O)[C@@H](NC(=O)Cc4cccs4)[C@@H]3SC2)cc1. The result is 0 (non-inhibitor). (3) The compound is CCOc1ccc2[nH]c(=O)c(CN(CCc3ccccc3)C(=O)N3CCCC3)cc2c1. The result is 1 (inhibitor). (4) The molecule is O=C(COC(=O)COc1ccccc1)Nc1ccc(OC(F)(F)F)cc1. The result is 0 (non-inhibitor). (5) The molecule is O=C(NNC(=O)C1COc2ccccc2O1)c1ccccc1. The result is 0 (non-inhibitor). (6) The drug is COc1cccc(=O)c2c(C)n(-c3cc(C)cc(C)c3)c(C)c12. The result is 1 (inhibitor). (7) The compound is CCN1CCN(Cc2ccc(NC(=O)Nc3cccs3)cc2)CC1. The result is 0 (non-inhibitor). (8) The compound is CC[C@@H](CO)NCCN[C@H](CC)CO. The result is 0 (non-inhibitor).